This data is from Catalyst prediction with 721,799 reactions and 888 catalyst types from USPTO. The task is: Predict which catalyst facilitates the given reaction. (1) Reactant: [NH2:1][CH2:2][C:3]1[C:4]([F:21])=[C:5]([O:10][C:11]2[CH:12]=[C:13]([C:19]#[N:20])[CH:14]=[C:15]([C:17]#[N:18])[CH:16]=2)[C:6]([Cl:9])=[CH:7][CH:8]=1.[Cl:22][C:23]1[N:24]=[CH:25][N:26](COCC[Si](C)(C)C)[C:27]=1[C:28](O)=[O:29].CCN(C(C)C)C(C)C.CN(C(ON1N=NC2C=CC=NC1=2)=[N+](C)C)C.F[P-](F)(F)(F)(F)F. Product: [Cl:22][C:23]1[N:24]=[CH:25][NH:26][C:27]=1[C:28]([NH:1][CH2:2][C:3]1[CH:8]=[CH:7][C:6]([Cl:9])=[C:5]([O:10][C:11]2[CH:16]=[C:15]([C:17]#[N:18])[CH:14]=[C:13]([C:19]#[N:20])[CH:12]=2)[C:4]=1[F:21])=[O:29]. The catalyst class is: 1. (2) Reactant: [C:1]([O:5][C:6]([O:8][C:9]1[CH:10]=[CH:11][C:12]([C@@H:20]([O:50][Si:51]([C:54]([CH3:57])([CH3:56])[CH3:55])([CH3:53])[CH3:52])[CH2:21][N:22]([CH2:30][CH2:31][CH2:32][CH2:33][CH2:34][CH2:35][O:36][CH2:37][CH2:38][CH2:39][CH2:40][C:41]2[CH:46]=[CH:45][C:44]([N+:47]([O-:49])=[O:48])=[CH:43][CH:42]=2)[C:23](=[O:29])[O:24][C:25]([CH3:28])([CH3:27])[CH3:26])=[C:13]2[C:18]=1[NH:17][C:16](=[O:19])[CH:15]=[CH:14]2)=[O:7])([CH3:4])([CH3:3])[CH3:2].[C:58]([O:62][C:63](O[C:63]([O:62][C:58]([CH3:61])([CH3:60])[CH3:59])=[O:64])=[O:64])([CH3:61])([CH3:60])[CH3:59].C(N(CC)CC)C. Product: [C:58]([O:62][C:63]([O:19][C:16]1[CH:15]=[CH:14][C:13]2[C:18](=[C:9]([O:8][C:6]([O:5][C:1]([CH3:2])([CH3:3])[CH3:4])=[O:7])[CH:10]=[CH:11][C:12]=2[C@@H:20]([O:50][Si:51]([C:54]([CH3:57])([CH3:56])[CH3:55])([CH3:53])[CH3:52])[CH2:21][N:22]([CH2:30][CH2:31][CH2:32][CH2:33][CH2:34][CH2:35][O:36][CH2:37][CH2:38][CH2:39][CH2:40][C:41]2[CH:46]=[CH:45][C:44]([N+:47]([O-:49])=[O:48])=[CH:43][CH:42]=2)[C:23](=[O:29])[O:24][C:25]([CH3:28])([CH3:27])[CH3:26])[N:17]=1)=[O:64])([CH3:61])([CH3:60])[CH3:59]. The catalyst class is: 4. (3) Reactant: [N+:1]([C:4]1[CH:12]=[CH:11][C:7]([C:8](Cl)=[O:9])=[CH:6][CH:5]=1)([O-:3])=[O:2].Cl.[NH2:14][CH2:15][C:16]1[CH:21]=[CH:20][C:19]([S:22]([NH2:25])(=[O:24])=[O:23])=[CH:18][CH:17]=1.C(N(CC)CC)C.O. Product: [N+:1]([C:4]1[CH:12]=[CH:11][C:7]([C:8]([NH:14][CH2:15][C:16]2[CH:17]=[CH:18][C:19]([S:22](=[O:24])(=[O:23])[NH2:25])=[CH:20][CH:21]=2)=[O:9])=[CH:6][CH:5]=1)([O-:3])=[O:2]. The catalyst class is: 10. (4) Reactant: [CH3:1][I:2].[CH3:3][C:4]1([CH3:26])[C:15]2[C:7](=[CH:8][C:9]3[N:10]([C:16]4[CH:21]=[CH:20][CH:19]=[CH:18][CH:17]=4)[CH:11]=[N:12][C:13]=3[CH:14]=2)[C:6]([CH3:23])([CH3:22])[C:5]1([CH3:25])[CH3:24]. Product: [I-:2].[CH3:1][NH+:12]1[C:13]2[CH:14]=[C:15]3[C:7](=[CH:8][C:9]=2[N:10]([C:16]2[CH:21]=[CH:20][CH:19]=[CH:18][CH:17]=2)[CH2:11]1)[C:6]([CH3:23])([CH3:22])[C:5]([CH3:25])([CH3:24])[C:4]3([CH3:26])[CH3:3]. The catalyst class is: 1. (5) Reactant: Cl[C:2]1[C:7](C)=[CH:6][CH:5]=[CH:4][N:3]=1.[C:9]1(=[O:19])[NH:13][C:12](=[O:14])[C:11]2=[CH:15][CH:16]=[CH:17][CH:18]=[C:10]12.[C:20]([O-])([O-])=O.[Cs+].[Cs+].[Na+].[I-]. Product: [O:14]=[C:12]1[C:11]2[C:10](=[CH:18][CH:17]=[CH:16][CH:15]=2)[C:9](=[O:19])[N:13]1[CH2:20][C:2]1[CH:7]=[CH:6][CH:5]=[CH:4][N:3]=1. The catalyst class is: 18.